This data is from Full USPTO retrosynthesis dataset with 1.9M reactions from patents (1976-2016). The task is: Predict the reactants needed to synthesize the given product. (1) The reactants are: [S:1]1[C:5]2[CH:6]=[C:7]([O:10][NH:11][C:12](=[O:20])OC3C=CC=CC=3)[CH:8]=[CH:9][C:4]=2[N:3]=[CH:2]1.[N:21]1[CH:26]=[CH:25][CH:24]=[CH:23][C:22]=1[C:27]([NH2:30])([CH3:29])[CH3:28].C(N(CC)CC)C. Given the product [S:1]1[C:5]2[CH:6]=[C:7]([O:10][NH:11][C:12]([NH:30][C:27]([C:22]3[CH:23]=[CH:24][CH:25]=[CH:26][N:21]=3)([CH3:29])[CH3:28])=[O:20])[CH:8]=[CH:9][C:4]=2[N:3]=[CH:2]1, predict the reactants needed to synthesize it. (2) Given the product [OH:31][C@@H:26]1[CH2:27][CH2:28][CH2:29][CH2:30][C@H:25]1[N:19]1[CH2:18][CH2:17][CH:16]([N:8]([C:9]2[CH:10]=[CH:11][C:12]([CH3:15])=[CH:13][CH:14]=2)[C:6](=[O:7])[C:5]2[CH:22]=[CH:23][CH:24]=[C:3]([O:2][CH3:1])[CH:4]=2)[CH2:21][CH2:20]1, predict the reactants needed to synthesize it. The reactants are: [CH3:1][O:2][C:3]1[CH:4]=[C:5]([CH:22]=[CH:23][CH:24]=1)[C:6]([N:8]([CH:16]1[CH2:21][CH2:20][NH:19][CH2:18][CH2:17]1)[C:9]1[CH:14]=[CH:13][C:12]([CH3:15])=[CH:11][CH:10]=1)=[O:7].[CH:25]12[O:31][CH:26]1[CH2:27][CH2:28][CH2:29][CH2:30]2.